From a dataset of hERG Central: cardiac toxicity at 1µM, 10µM, and general inhibition. Predict hERG channel inhibition at various concentrations. (1) The compound is CCOC(=O)C1(CCCc2ccccc2)CCN(Cc2cnc(C)s2)CC1. Results: hERG_inhib (hERG inhibition (general)): blocker. (2) The drug is CCn1c2ccc(F)cc2c2nnc(SCCN3CCCCC3)nc21. Results: hERG_inhib (hERG inhibition (general)): blocker. (3) The molecule is OCC1(Cc2cccc(Cl)c2)CCCN(Cc2cnn(-c3ccccc3)c2)C1. Results: hERG_inhib (hERG inhibition (general)): blocker. (4) The drug is Cc1ccccc1NC(=O)NCCCN1CCN(c2ccccc2)CC1. Results: hERG_inhib (hERG inhibition (general)): blocker.